Dataset: Reaction yield outcomes from USPTO patents with 853,638 reactions. Task: Predict the reaction yield, written as a fraction of the theoretical maximum amount of product (1.0 means a 100% yield; for example, 0.34 means a 34% yield). (1) The reactants are [C:1]1([C:7]#[C:8][C:9]([OH:11])=O)[CH:6]=[CH:5][CH:4]=[CH:3][CH:2]=1.S(Cl)(Cl)=O.[CH2:16]([N:23]1[CH2:28][CH2:27][CH:26]([NH:29][C:30]2[CH:38]=[C:37]3[C:33]([CH2:34][CH2:35][N:36]3[C:39](=[O:41])[CH3:40])=[CH:32][CH:31]=2)[CH2:25][CH2:24]1)[C:17]1[CH:22]=[CH:21][CH:20]=[CH:19][CH:18]=1. The catalyst is C1(C)C=CC=CC=1. The product is [C:39]([N:36]1[C:37]2[C:33](=[CH:32][CH:31]=[C:30]([N:29]([CH:26]3[CH2:25][CH2:24][N:23]([CH2:16][C:17]4[CH:18]=[CH:19][CH:20]=[CH:21][CH:22]=4)[CH2:28][CH2:27]3)[C:9](=[O:11])[C:8]#[C:7][C:1]3[CH:2]=[CH:3][CH:4]=[CH:5][CH:6]=3)[CH:38]=2)[CH2:34][CH2:35]1)(=[O:41])[CH3:40]. The yield is 0.840. (2) The reactants are [CH3:1][O:2][C:3]1[CH:8]=[CH:7][C:6]([N:9]2[CH2:14][CH2:13][N:12]([C:15]3[C:16]([CH3:29])=[C:17]([CH3:28])[C:18]4[O:22][C:21]([CH2:24][NH2:25])([CH3:23])[CH2:20][C:19]=4[C:26]=3[CH3:27])[CH2:11][CH2:10]2)=[CH:5][CH:4]=1.C(N(CC)CC)C.[C:37](Cl)(=[O:39])[CH3:38]. The catalyst is O.C1COCC1. The product is [CH3:1][O:2][C:3]1[CH:4]=[CH:5][C:6]([N:9]2[CH2:10][CH2:11][N:12]([C:15]3[C:16]([CH3:29])=[C:17]([CH3:28])[C:18]4[O:22][C:21]([CH2:24][NH:25][C:37](=[O:39])[CH3:38])([CH3:23])[CH2:20][C:19]=4[C:26]=3[CH3:27])[CH2:13][CH2:14]2)=[CH:7][CH:8]=1. The yield is 0.740. (3) The reactants are [CH:1]1[C:6]2[C:7]([C:16]3[CH:26]=[CH:25][C:19]([C:20]([O:22][CH2:23][CH3:24])=[O:21])=[CH:18][CH:17]=3)=[N:8][C:9]3[CH:15]=[CH:14][CH:13]=[CH:12][C:10]=3[O:11][C:5]=2[CH:4]=[CH:3][CH:2]=1.[H][H]. The catalyst is C(O)C.C1COCC1.[Pt](=O)=O. The product is [CH:1]1[C:6]2[CH:7]([C:16]3[CH:17]=[CH:18][C:19]([C:20]([O:22][CH2:23][CH3:24])=[O:21])=[CH:25][CH:26]=3)[NH:8][C:9]3[CH:15]=[CH:14][CH:13]=[CH:12][C:10]=3[O:11][C:5]=2[CH:4]=[CH:3][CH:2]=1. The yield is 0.670. (4) The reactants are [C:1](Cl)(=[O:3])[CH3:2].[N+:5]([C:8]1[CH:9]=[CH:10][C:11]2[O:16][CH2:15][CH2:14][NH:13][C:12]=2[CH:17]=1)([O-:7])=[O:6].C([O-])(O)=O.[Na+]. The catalyst is C(Cl)Cl. The product is [C:1]([N:13]1[C:12]2[CH:17]=[C:8]([N+:5]([O-:7])=[O:6])[CH:9]=[CH:10][C:11]=2[O:16][CH2:15][CH2:14]1)(=[O:3])[CH3:2]. The yield is 0.900. (5) The reactants are [NH2:1][C:2]1[CH:7]=[CH:6][CH:5]=[CH:4][C:3]=1[C:8]1[C:9]([CH2:14][C:15]([O:17]C)=O)=[N:10][O:11][C:12]=1[CH3:13]. The catalyst is CC(O[Ti](OC(C)C)(OC(C)C)OC(C)C)C.O. The product is [CH3:13][C:12]1[O:11][N:10]=[C:9]2[CH2:14][C:15](=[O:17])[NH:1][C:2]3[CH:7]=[CH:6][CH:5]=[CH:4][C:3]=3[C:8]=12. The yield is 0.580. (6) The reactants are BrBr.[CH3:3][O:4][C:5]([N:7]1[CH:12]=[CH:11][CH:10]=[CH:9][CH2:8]1)=[O:6].C([NH:20][C:21]([NH2:23])=[NH:22])(OC(C)(C)C)=O.[ClH:24]. The catalyst is CN(C=O)C.CO.CC#N. The product is [ClH:24].[CH3:3][O:4][C:5]([N:7]1[CH2:8][CH:9]=[CH:10][C@H:11]2[NH:22][C:21]([NH2:23])=[N:20][C@@H:12]12)=[O:6]. The yield is 0.710.